Predict which catalyst facilitates the given reaction. From a dataset of Catalyst prediction with 721,799 reactions and 888 catalyst types from USPTO. Reactant: [CH3:1][C@@H:2]1[O:7][C@@H:6]([O:8][C@@H:9]2[C:14]3=[C:15]([OH:32])[C:16]4[C:28](=[O:29])[C:27]5[C:22](=[CH:23][CH:24]=[CH:25][C:26]=5[O:30][CH3:31])[C:20](=[O:21])[C:17]=4[C:18]([OH:19])=[C:13]3[CH2:12][C@@:11]([OH:37])([C:33]([CH2:35][OH:36])=[O:34])[CH2:10]2)[CH2:5][C@H:4]([NH2:38])[C@@H:3]1[OH:39].Cl.CN1CCOCC1. Product: [CH3:1][C@@H:2]1[O:7][C@@H:6]([O:8][C@@H:9]2[C:14]3=[C:15]([OH:32])[C:16]4[C:28](=[O:29])[C:27]5[C:22](=[CH:23][CH:24]=[CH:25][C:26]=5[O:30][CH3:31])[C:20](=[O:21])[C:17]=4[C:18]([OH:19])=[C:13]3[CH2:12][C@@:11]([OH:37])([C:33]([CH2:35][OH:36])=[O:34])[CH2:10]2)[CH2:5][C@H:4]([NH2:38])[C@@H:3]1[OH:39]. The catalyst class is: 3.